From a dataset of Forward reaction prediction with 1.9M reactions from USPTO patents (1976-2016). Predict the product of the given reaction. (1) Given the reactants Br[C:2]1[CH:7]=[CH:6][N:5]2[C:8](=[O:14])[N:9]([CH2:11][O:12][CH3:13])[N:10]=[C:4]2[C:3]=1[C:15]1[CH:20]=[CH:19][C:18]([Cl:21])=[CH:17][CH:16]=1.CC1(C)C(C)(C)OB([C:30]2[CH:35]=[CH:34][N:33]=[CH:32][CH:31]=2)O1.C([O-])([O-])=O.[K+].[K+], predict the reaction product. The product is: [Cl:21][C:18]1[CH:19]=[CH:20][C:15]([C:3]2[C:4]3[N:5]([C:8](=[O:14])[N:9]([CH2:11][O:12][CH3:13])[N:10]=3)[CH:6]=[CH:7][C:2]=2[C:30]2[CH:35]=[CH:34][N:33]=[CH:32][CH:31]=2)=[CH:16][CH:17]=1. (2) Given the reactants [Cl:1][C:2]1[C:7]([C:8]2(O)[CH2:11][O:10][CH2:9]2)=[CH:6][CH:5]=[C:4]([CH3:13])[N:3]=1.C(N(S(F)(F)[F:20])CC)C, predict the reaction product. The product is: [Cl:1][C:2]1[C:7]([C:8]2([F:20])[CH2:11][O:10][CH2:9]2)=[CH:6][CH:5]=[C:4]([CH3:13])[N:3]=1.